From a dataset of Full USPTO retrosynthesis dataset with 1.9M reactions from patents (1976-2016). Predict the reactants needed to synthesize the given product. Given the product [NH2:25][C@H:21]([C:22]([O:41][CH3:40])=[O:24])[CH2:20][CH2:19][CH2:18][NH:17][C:16](=[NH:33])[NH:15][S:12]([C:9]1[C:8]([CH3:34])=[C:7]2[C:6]([O:37][C:36]([CH2:35]2)([CH3:39])[CH3:38])=[C:5]([CH3:4])[C:10]=1[CH3:11])(=[O:14])=[O:13], predict the reactants needed to synthesize it. The reactants are: Cl.CO.[CH3:4][C:5]1[C:10]([CH3:11])=[C:9]([S:12]([NH:15][C:16]([NH2:33])=[N:17][CH2:18][CH2:19][CH2:20][C@H:21]([NH:25]C(OC(C)(C)C)=O)[C:22]([OH:24])=O)(=[O:14])=[O:13])[C:8]([CH3:34])=[C:7]2[CH2:35][C:36]([CH3:39])([CH3:38])[O:37][C:6]=12.[C:40](=O)([O-])[O-:41].[Na+].[Na+].